This data is from Catalyst prediction with 721,799 reactions and 888 catalyst types from USPTO. The task is: Predict which catalyst facilitates the given reaction. (1) Reactant: N#N.Br[C:4]1[CH:5]=[C:6]([C:10]2([CH3:15])[O:14][CH2:13][CH2:12][O:11]2)[CH:7]=[CH:8][CH:9]=1.[Li]CCCC.CN([CH:24]=[O:25])C.[NH4+].[Cl-]. Product: [CH3:15][C:10]1([C:6]2[CH:5]=[C:4]([CH:9]=[CH:8][CH:7]=2)[CH:24]=[O:25])[O:14][CH2:13][CH2:12][O:11]1. The catalyst class is: 134. (2) Reactant: [Br:1][C:2]1[C:14](=[O:15])[N:13]([CH:16]([CH3:18])[CH3:17])[C:5]2[N:6]=[C:7]([S:11][CH3:12])[N:8]=[C:9]([CH3:10])[C:4]=2[CH:3]=1.C1C=C(Cl)C=C(C(OO)=[O:27])C=1. Product: [Br:1][C:2]1[C:14](=[O:15])[N:13]([CH:16]([CH3:18])[CH3:17])[C:5]2[N:6]=[C:7]([S:11]([CH3:12])=[O:27])[N:8]=[C:9]([CH3:10])[C:4]=2[CH:3]=1. The catalyst class is: 2.